Predict the product of the given reaction. From a dataset of Forward reaction prediction with 1.9M reactions from USPTO patents (1976-2016). (1) Given the reactants [CH2:1](P(=O)(OCC)OCC)[C:2]1[CH:7]=[CH:6][CH:5]=[CH:4][CH:3]=1.[Li]CCCC.[CH3:21][N:22]([CH3:29])[CH2:23][C:24]([CH3:28])([CH3:27])[CH:25]=O, predict the reaction product. The product is: [CH3:25][C:24]([CH3:28])([CH:27]=[CH:1][C:2]1[CH:3]=[CH:4][CH:5]=[CH:6][CH:7]=1)[CH2:23][N:22]([CH3:29])[CH3:21]. (2) Given the reactants FC(F)(F)C(O)=O.[C:8]([O:12][C:13]([N:15]1[CH2:20][CH2:19][CH:18]([O:21]C2C=CC=C(Cl)C=2)[CH2:17][CH2:16]1)=[O:14])([CH3:11])([CH3:10])[CH3:9], predict the reaction product. The product is: [C:8]([O:12][C:13]([N:15]1[CH2:20][CH2:19][CH:18]([OH:21])[CH2:17][CH2:16]1)=[O:14])([CH3:11])([CH3:9])[CH3:10]. (3) Given the reactants [C:1]1([S:7]([N:10]2[C:18]3[C:13](=[CH:14][C:15]([NH2:19])=[CH:16][CH:17]=3)[CH:12]=[CH:11]2)(=[O:9])=[O:8])[CH:6]=[CH:5][CH:4]=[CH:3][CH:2]=1.[C:20](Cl)(=[O:26])/[CH:21]=[CH:22]/[C:23](Cl)=[O:24].Cl.[NH2:29][OH:30].C([O-])(O)=O.[Na+], predict the reaction product. The product is: [OH:30][NH:29][C:20](=[O:26])[CH:21]=[CH:22][C:23]([NH:19][C:15]1[CH:14]=[C:13]2[C:18](=[CH:17][CH:16]=1)[N:10]([S:7]([C:1]1[CH:2]=[CH:3][CH:4]=[CH:5][CH:6]=1)(=[O:8])=[O:9])[CH:11]=[CH:12]2)=[O:24]. (4) The product is: [Cl:1][C:2]1[CH:7]=[CH:6][C:5]([O:8][C:9]2[CH:10]=[CH:11][C:12]([CH2:15][CH2:16][NH:17][C:45]3[N:44]([CH3:43])[CH:49]=[C:48]([CH2:50][C:51]4[CH:52]=[N:53][N:54]([CH3:56])[CH:55]=4)[C:47](=[O:57])[N:46]=3)=[CH:13][CH:14]=2)=[CH:4][C:3]=1[C:18]([F:19])([F:20])[F:21]. Given the reactants [Cl:1][C:2]1[CH:7]=[CH:6][C:5]([O:8][C:9]2[CH:14]=[CH:13][C:12]([CH2:15][CH2:16][NH2:17])=[CH:11][CH:10]=2)=[CH:4][C:3]=1[C:18]([F:21])([F:20])[F:19].[Cl:1][C:2]1[CH:7]=[CH:6][C:5]([O:8][C:9]2[CH:10]=[CH:11][C:12]([CH2:15][CH2:16][NH2:17])=[CH:13][CH:14]=2)=[CH:4][C:3]=1[C:18]([F:19])([F:20])[F:21].[CH3:43][N:44]1[CH:49]=[C:48]([CH2:50][C:51]2[CH:52]=[N:53][N:54]([CH3:56])[CH:55]=2)[C:47](=[O:57])[N:46]=[C:45]1N[N+]([O-])=O, predict the reaction product. (5) Given the reactants [OH-:1].[Na+].[C:3]([NH:6][C@@H:7]([CH3:20])[CH2:8][O:9][C:10]1[CH:19]=[CH:18][C:13](C(OC)=O)=[CH:12][CH:11]=1)(=[O:5])[CH3:4].Cl.[CH3:22][OH:23], predict the reaction product. The product is: [C:3]([NH:6][C@@H:7]([CH3:20])[CH2:8][O:9][C:10]1[CH:11]=[CH:12][CH:13]=[CH:18][C:19]=1[C:22]([OH:23])=[O:1])(=[O:5])[CH3:4]. (6) Given the reactants [Cl:1][C:2]1[CH:3]=[C:4]2[C:10]3([CH2:14][CH2:13][N:12]([C:15]([O:17][C:18]([CH3:21])([CH3:20])[CH3:19])=[O:16])[CH2:11]3)[CH2:9][N:8]([C:22]3[C:23]4[C@H:30]([CH3:31])[CH2:29][C@@H:28]([O:32]C(=O)C5C=CC([N+]([O-])=O)=CC=5)[C:24]=4[N:25]=[CH:26][N:27]=3)[C:5]2=[CH:6][CH:7]=1.C(OC(C)(C)C)=O, predict the reaction product. The product is: [Cl:1][C:2]1[CH:3]=[C:4]2[C:10]3([CH2:14][CH2:13][N:12]([C:15]([O:17][C:18]([CH3:21])([CH3:19])[CH3:20])=[O:16])[CH2:11]3)[CH2:9][N:8]([C:22]3[C:23]4[C@H:30]([CH3:31])[CH2:29][C@@H:28]([OH:32])[C:24]=4[N:25]=[CH:26][N:27]=3)[C:5]2=[CH:6][CH:7]=1. (7) The product is: [Si:1]([O:8][C@H:9]([CH3:38])[C@@H:10]([NH:25][C:26]1[CH:31]=[CH:30][C:29]([C:32]#[N:33])=[C:28]([C:34]([F:36])([F:35])[F:37])[CH:27]=1)[C:11]1[O:24][C:15]([C:16]2[CH:21]=[CH:20][C:19]([C:22]#[N:23])=[CH:18][CH:17]=2)=[N:14][N:13]=1)([C:4]([CH3:5])([CH3:6])[CH3:7])([CH3:3])[CH3:2]. Given the reactants [Si:1]([O:8][C@H:9]([CH3:38])[C@@H:10]([NH:25][C:26]1[CH:31]=[CH:30][C:29]([C:32]#[N:33])=[C:28]([C:34]([F:37])([F:36])[F:35])[CH:27]=1)[C:11]([NH:13][NH:14][C:15](=[O:24])[C:16]1[CH:21]=[CH:20][C:19]([C:22]#[N:23])=[CH:18][CH:17]=1)=O)([C:4]([CH3:7])([CH3:6])[CH3:5])([CH3:3])[CH3:2].C1C=CC(P(C2C=CC=CC=2)C2C=CC=CC=2)=CC=1.II.CCN(CC)CC, predict the reaction product.